Dataset: Catalyst prediction with 721,799 reactions and 888 catalyst types from USPTO. Task: Predict which catalyst facilitates the given reaction. (1) Reactant: [CH2:1]([O:8][C:9]1[CH:14]=[CH:13][C:12]([CH2:15][CH2:16][C:17]([O:19]C)=[O:18])=[CH:11][CH:10]=1)[C:2]1[CH:7]=[CH:6][CH:5]=[CH:4][CH:3]=1.[OH-].[K+].Cl. Product: [CH2:1]([O:8][C:9]1[CH:10]=[CH:11][C:12]([CH2:15][CH2:16][C:17]([OH:19])=[O:18])=[CH:13][CH:14]=1)[C:2]1[CH:3]=[CH:4][CH:5]=[CH:6][CH:7]=1. The catalyst class is: 353. (2) Reactant: [N:1]1([C:7]2[S:8][C:9]([C:12]([NH2:14])=[O:13])=[CH:10][N:11]=2)[CH2:6][CH2:5][NH:4][CH2:3][CH2:2]1.C(N(CC)CC)C.[F:22][C:23]1[CH:24]=[CH:25][C:26]([C:32]([F:35])([F:34])[F:33])=[C:27]([CH:31]=1)[C:28](Cl)=[O:29]. Product: [F:22][C:23]1[CH:24]=[CH:25][C:26]([C:32]([F:33])([F:34])[F:35])=[C:27]([CH:31]=1)[C:28]([N:4]1[CH2:5][CH2:6][N:1]([C:7]2[S:8][C:9]([C:12]([NH2:14])=[O:13])=[CH:10][N:11]=2)[CH2:2][CH2:3]1)=[O:29]. The catalyst class is: 3.